This data is from Merck oncology drug combination screen with 23,052 pairs across 39 cell lines. The task is: Regression. Given two drug SMILES strings and cell line genomic features, predict the synergy score measuring deviation from expected non-interaction effect. (1) Drug 1: Nc1ccn(C2OC(CO)C(O)C2(F)F)c(=O)n1. Drug 2: O=C(O)C1(Cc2cccc(Nc3nccs3)n2)CCC(Oc2cccc(Cl)c2F)CC1. Cell line: EFM192B. Synergy scores: synergy=-1.48. (2) Drug 1: COc1cc(C2c3cc4c(cc3C(OC3OC5COC(C)OC5C(O)C3O)C3COC(=O)C23)OCO4)cc(OC)c1O. Drug 2: C#Cc1cccc(Nc2ncnc3cc(OCCOC)c(OCCOC)cc23)c1. Cell line: RKO. Synergy scores: synergy=26.0. (3) Cell line: UACC62. Drug 2: C#Cc1cccc(Nc2ncnc3cc(OCCOC)c(OCCOC)cc23)c1. Drug 1: CC(=O)OC1C(=O)C2(C)C(O)CC3OCC3(OC(C)=O)C2C(OC(=O)c2ccccc2)C2(O)CC(OC(=O)C(O)C(NC(=O)c3ccccc3)c3ccccc3)C(C)=C1C2(C)C. Synergy scores: synergy=19.4. (4) Drug 1: O=C(NOCC(O)CO)c1ccc(F)c(F)c1Nc1ccc(I)cc1F. Drug 2: CCc1cnn2c(NCc3ccc[n+]([O-])c3)cc(N3CCCCC3CCO)nc12. Cell line: PA1. Synergy scores: synergy=6.81. (5) Drug 1: CC(C)CC(NC(=O)C(Cc1ccccc1)NC(=O)c1cnccn1)B(O)O. Drug 2: Cn1cc(-c2cnn3c(N)c(Br)c(C4CCCNC4)nc23)cn1. Cell line: MSTO. Synergy scores: synergy=25.6.